From a dataset of Reaction yield outcomes from USPTO patents with 853,638 reactions. Predict the reaction yield, written as a fraction of the theoretical maximum amount of product (1.0 means a 100% yield; for example, 0.34 means a 34% yield). (1) The reactants are [Br:1][C:2]1[CH:10]=[C:9]([N+:11]([O-])=O)[C:8]([OH:14])=[C:7]2[C:3]=1[CH2:4][CH2:5][C:6]2=[O:15]. The catalyst is CO.[C].[Pd]. The product is [BrH:1].[NH2:11][C:9]1[C:8]([OH:14])=[C:7]2[C:3]([CH2:4][CH2:5][C:6]2=[O:15])=[CH:2][CH:10]=1. The yield is 0.800. (2) The reactants are [N+:1]([C:4]1[CH:5]=[CH:6][C:7]([CH:10]=[O:11])=[N:8][CH:9]=1)([O-:3])=[O:2].[BH4-].[Na+]. The catalyst is CO. The product is [N+:1]([C:4]1[CH:5]=[CH:6][C:7]([CH2:10][OH:11])=[N:8][CH:9]=1)([O-:3])=[O:2]. The yield is 0.600. (3) The reactants are [CH:1]1[C:5]2[C:6]([Cl:10])=[N:7][CH:8]=[N:9][C:4]=2[NH:3][CH:2]=1.[I:11]N1C(=O)CCC1=O. The catalyst is CN(C=O)C. The product is [Cl:10][C:6]1[C:5]2[C:1]([I:11])=[CH:2][NH:3][C:4]=2[N:9]=[CH:8][N:7]=1. The yield is 0.830. (4) The reactants are [C:1]1([C:7]2[NH:11][N:10]=[C:9]([C:12]([NH:14][CH2:15][C:16]([OH:18])=O)=[O:13])[CH:8]=2)[CH:6]=[CH:5][CH:4]=[CH:3][CH:2]=1.CCN(C(C)C)C(C)C.C1C=CC2N(O)N=NC=2C=1.CCN=C=NCCCN(C)C.Cl.Cl.[N+:51]([C:54]1[CH:66]=[CH:65][CH:64]=[CH:63][C:55]=1[O:56][CH:57]1[CH2:62][CH2:61][NH:60][CH2:59][CH2:58]1)([O-:53])=[O:52]. The catalyst is CN(C=O)C.O. The product is [N+:51]([C:54]1[CH:66]=[CH:65][CH:64]=[CH:63][C:55]=1[O:56][CH:57]1[CH2:62][CH2:61][N:60]([C:16](=[O:18])[CH2:15][NH:14][C:12]([C:9]2[CH:8]=[C:7]([C:1]3[CH:2]=[CH:3][CH:4]=[CH:5][CH:6]=3)[NH:11][N:10]=2)=[O:13])[CH2:59][CH2:58]1)([O-:53])=[O:52]. The yield is 0.440. (5) The reactants are [OH:1][C@H:2]([CH2:19][N:20]([CH3:30])[C:21]([O:23][CH2:24][CH2:25][Si:26]([CH3:29])([CH3:28])[CH3:27])=[O:22])[C@@H:3]([NH:11]C(=O)OC(C)(C)C)[CH2:4][CH:5]1[CH2:10][CH2:9][O:8][CH2:7][CH2:6]1.CC1C=CC(S(O)(=O)=O)=CC=1. The catalyst is CCOCC.CCO.CCO.O. The product is [NH2:11][C@@H:3]([CH2:4][CH:5]1[CH2:6][CH2:7][O:8][CH2:9][CH2:10]1)[C@H:2]([OH:1])[CH2:19][N:20]([CH3:30])[C:21](=[O:22])[O:23][CH2:24][CH2:25][Si:26]([CH3:28])([CH3:29])[CH3:27]. The yield is 0.720. (6) The reactants are [C:1]1([C@@H:7]2[CH2:12][O:11][CH2:10][CH2:9][N:8]2[C:13]([O:15][C:16]([CH3:19])([CH3:18])[CH3:17])=[O:14])[CH:6]=[CH:5][CH:4]=[CH:3][CH:2]=1.FC(F)(F)C(O[I:25](C1C=CC=CC=1)OC(=O)C(F)(F)F)=O.II.IC1C=CC=CC=1. The catalyst is C(Cl)Cl.CCCCC. The product is [I:25][C:4]1[CH:3]=[CH:2][C:1]([C@@H:7]2[CH2:12][O:11][CH2:10][CH2:9][N:8]2[C:13]([O:15][C:16]([CH3:19])([CH3:18])[CH3:17])=[O:14])=[CH:6][CH:5]=1. The yield is 0.370. (7) The reactants are [NH2:1][C:2]1[CH:7]=[CH:6][C:5]([C:8]2[N:13]=[C:12]([N:14]3[CH:19]([CH3:20])[CH2:18][O:17][CH2:16][CH:15]3[CH3:21])[N:11]=[C:10]([C:22]3[CH:27]=[CH:26][C:25]([NH:28][C:29]([NH:31][CH3:32])=[O:30])=[CH:24][CH:23]=3)[N:9]=2)=[CH:4][CH:3]=1.[C:33]([C:36]1[CH:37]=[C:38]([NH:42][C:43](=O)[O:44]C2C=CC=CC=2)[CH:39]=[CH:40][CH:41]=1)(=[O:35])[NH2:34]. No catalyst specified. The product is [CH3:21][CH:15]1[CH2:16][O:17][CH2:18][CH:19]([CH3:20])[N:14]1[C:12]1[N:11]=[C:10]([C:22]2[CH:27]=[CH:26][C:25]([NH:28][C:29](=[O:30])[NH:31][CH3:32])=[CH:24][CH:23]=2)[N:9]=[C:8]([C:5]2[CH:4]=[CH:3][C:2]([NH:1][C:43]([NH:42][C:38]3[CH:37]=[C:36]([CH:41]=[CH:40][CH:39]=3)[C:33]([NH2:34])=[O:35])=[O:44])=[CH:7][CH:6]=2)[N:13]=1. The yield is 0.0410. (8) The reactants are Br[C:2]1[CH:7]=[CH:6][C:5]([CH2:8][C:9]([CH3:12])([OH:11])[CH3:10])=[CH:4][CH:3]=1.C([Li])(C)(C)C.CCCCC.[C:23](=[O:25])=[O:24]. The catalyst is C1COCC1.CCOCC.CCOC(C)=O. The product is [OH:11][C:9]([CH3:12])([CH3:10])[CH2:8][C:5]1[CH:6]=[CH:7][C:2]([C:23]([OH:25])=[O:24])=[CH:3][CH:4]=1. The yield is 0.260. (9) The reactants are CCN=C=NCCCN(C)C.Cl.C1C=CC2N(O)N=NC=2C=1.O.[CH3:24][O:25][C:26]([C:28]1[CH:29]=[C:30]([CH:34]=[C:35]([C:37]2[O:38][CH:39]=[CH:40][N:41]=2)[CH:36]=1)[C:31]([OH:33])=O)=[O:27].CCN(C(C)C)C(C)C.[CH3:51][C:52]1[N:53]=[C:54]([C@H:57]2[CH2:61][CH2:60][CH2:59][NH:58]2)[S:55][CH:56]=1. The catalyst is C(Cl)Cl. The product is [CH3:51][C:52]1[N:53]=[C:54]([C@H:57]2[CH2:61][CH2:60][CH2:59][N:58]2[C:31]([C:30]2[CH:29]=[C:28]([CH:36]=[C:35]([C:37]3[O:38][CH:39]=[CH:40][N:41]=3)[CH:34]=2)[C:26]([O:25][CH3:24])=[O:27])=[O:33])[S:55][CH:56]=1. The yield is 0.650. (10) The reactants are [C:1]([O:5][C:6]([N:8]1[CH:12]=[C:11](B2OC(C)(C)C(C)(C)O2)[CH:10]=[N:9]1)=[O:7])([CH3:4])([CH3:3])[CH3:2].Br[C:23]1[CH:24]=[N:25][N:26]2[C:31]([C:32]3[CH:33]=[C:34]([NH:38][C:39](=[O:50])[C:40]4[CH:45]=[CH:44][CH:43]=[C:42]([C:46]([F:49])([F:48])[F:47])[CH:41]=4)[CH:35]=[CH:36][CH:37]=3)=[CH:30][CH:29]=[N:28][C:27]=12. No catalyst specified. The product is [NH:8]1[CH:12]=[C:11]([C:23]2[CH:24]=[N:25][N:26]3[C:31]([C:32]4[CH:33]=[C:34]([NH:38][C:39](=[O:50])[C:40]5[CH:45]=[CH:44][CH:43]=[C:42]([C:46]([F:49])([F:48])[F:47])[CH:41]=5)[CH:35]=[CH:36][CH:37]=4)=[CH:30][CH:29]=[N:28][C:27]=23)[CH:10]=[N:9]1.[F:48][C:46]([F:47])([F:49])[C:42]1[CH:41]=[C:40]([CH:45]=[CH:44][CH:43]=1)[C:39]([NH:38][C:34]1[CH:33]=[C:32]([C:31]2[N:26]3[N:25]=[CH:24][C:23]([C:11]4[CH:10]=[N:9][N:8]([C:6]([O:5][C:1]([CH3:2])([CH3:3])[CH3:4])=[O:7])[CH:12]=4)=[C:27]3[N:28]=[CH:29][CH:30]=2)[CH:37]=[CH:36][CH:35]=1)=[O:50]. The yield is 0.170.